Dataset: Reaction yield outcomes from USPTO patents with 853,638 reactions. Task: Predict the reaction yield, written as a fraction of the theoretical maximum amount of product (1.0 means a 100% yield; for example, 0.34 means a 34% yield). (1) The reactants are Cl.[CH3:2][C:3]1[C:7]([CH2:8][N:9]2[CH:13]=[C:12]([NH2:14])[CH:11]=[N:10]2)=[C:6]([CH3:15])[O:5][N:4]=1.[CH3:16][O:17][C:18]1[C:19]([C:28](O)=[O:29])=[CH:20][C:21]2[O:26][CH2:25][CH2:24][O:23][C:22]=2[CH:27]=1. The product is [CH3:2][C:3]1[C:7]([CH2:8][N:9]2[CH:13]=[C:12]([NH:14][C:28]([C:19]3[C:18]([O:17][CH3:16])=[CH:27][C:22]4[O:23][CH2:24][CH2:25][O:26][C:21]=4[CH:20]=3)=[O:29])[CH:11]=[N:10]2)=[C:6]([CH3:15])[O:5][N:4]=1. The yield is 0.500. No catalyst specified. (2) The reactants are [CH:1]1([C:4]2[C:5]([O:18][CH2:19][C:20]34[CH2:29][CH:24]5[CH2:25][CH:26]([CH2:28][CH:22]([C:23]5([F:31])[F:30])[CH2:21]3)[CH2:27]4)=[CH:6][C:7]([F:17])=[C:8]([CH:16]=2)[C:9]([O:11]C(C)(C)C)=[O:10])[CH2:3][CH2:2]1.FC(F)(F)C(O)=O. The catalyst is ClCCl. The product is [CH:1]1([C:4]2[C:5]([O:18][CH2:19][C:20]34[CH2:29][CH:24]5[CH2:25][CH:26]([CH2:28][CH:22]([C:23]5([F:31])[F:30])[CH2:21]3)[CH2:27]4)=[CH:6][C:7]([F:17])=[C:8]([CH:16]=2)[C:9]([OH:11])=[O:10])[CH2:2][CH2:3]1. The yield is 0.940. (3) The reactants are OO.S(=O)(=O)(O)[OH:4].C([C:11]1[CH:12]=[C:13]([C:29]([NH:31][CH2:32][C:33]2[CH:38]=[CH:37][C:36]([S:39]([CH:42]([CH3:44])[CH3:43])(=[O:41])=[O:40])=[CH:35][CH:34]=2)=[O:30])[C:14](=[O:28])[N:15]([C:18]2[CH:23]=[CH:22][CH:21]=[C:20]([C:24]([F:27])([F:26])[F:25])[CH:19]=2)[C:16]=1[CH3:17])(=O)C.C(=O)([O-])[O-].[Na+].[Na+]. The catalyst is C(Cl)Cl.C(OCC)(=O)C. The product is [OH:4][C:11]1[CH:12]=[C:13]([C:29]([NH:31][CH2:32][C:33]2[CH:38]=[CH:37][C:36]([S:39]([CH:42]([CH3:43])[CH3:44])(=[O:40])=[O:41])=[CH:35][CH:34]=2)=[O:30])[C:14](=[O:28])[N:15]([C:18]2[CH:23]=[CH:22][CH:21]=[C:20]([C:24]([F:26])([F:25])[F:27])[CH:19]=2)[C:16]=1[CH3:17]. The yield is 0.520. (4) The reactants are [F:1][C:2]1[CH:23]=[CH:22][CH:21]=[C:20]([F:24])[C:3]=1[C:4]([NH:6][C:7]1[C:8]([CH2:18][OH:19])=[N:9][N:10]([CH:12]2[CH2:17][CH2:16][CH2:15][CH2:14][O:13]2)[CH:11]=1)=[O:5]. The catalyst is CC(C)=O.O=[Mn]=O. The product is [F:1][C:2]1[CH:23]=[CH:22][CH:21]=[C:20]([F:24])[C:3]=1[C:4]([NH:6][C:7]1[C:8]([CH:18]=[O:19])=[N:9][N:10]([CH:12]2[CH2:17][CH2:16][CH2:15][CH2:14][O:13]2)[CH:11]=1)=[O:5]. The yield is 0.770.